From a dataset of Reaction yield outcomes from USPTO patents with 853,638 reactions. Predict the reaction yield, written as a fraction of the theoretical maximum amount of product (1.0 means a 100% yield; for example, 0.34 means a 34% yield). (1) The reactants are [CH2:1]([S:3]([N:6]1[CH2:13][CH:12]2[CH:8]([CH2:9][NH:10][CH2:11]2)[CH2:7]1)(=[O:5])=[O:4])[CH3:2].CCN(CC)CC.C(OC([N:28]([C:36]1[C:41]([C:42]2[O:43][C:44]([C:47]3[CH:52]=[CH:51][CH:50]=[CH:49][CH:48]=3)=[N:45][N:46]=2)=[N:40][C:39](Br)=[CH:38][N:37]=1)C(=O)OC(C)(C)C)=O)(C)(C)C.FC(F)(F)C(O)=O. The catalyst is CN(C=O)C.C(OCC)(=O)C.C(Cl)Cl. The product is [CH2:1]([S:3]([N:6]1[CH2:13][CH:12]2[CH:8]([CH2:9][N:10]([C:39]3[N:40]=[C:41]([C:42]4[O:43][C:44]([C:47]5[CH:52]=[CH:51][CH:50]=[CH:49][CH:48]=5)=[N:45][N:46]=4)[C:36]([NH2:28])=[N:37][CH:38]=3)[CH2:11]2)[CH2:7]1)(=[O:5])=[O:4])[CH3:2]. The yield is 0.400. (2) The reactants are C[O:2][C:3]1[C:8]2[NH:9][C:10]([C:12]3[S:13][CH:14]=[CH:15][CH:16]=3)=[N:11][C:7]=2[C:6]([C:17]([OH:19])=O)=[CH:5][CH:4]=1.[NH2:20][C@@H:21]([CH2:26][C:27]1[C:35]2[C:30](=[CH:31][CH:32]=[CH:33][CH:34]=2)[NH:29][CH:28]=1)[C:22]([O:24][CH3:25])=[O:23]. No catalyst specified. The product is [OH:2][C:3]1[C:8]2[NH:9][C:10]([C:12]3[S:13][CH:14]=[CH:15][CH:16]=3)=[N:11][C:7]=2[C:6]([C:17]([NH:20][C@@H:21]([CH2:26][C:27]2[C:35]3[C:30](=[CH:31][CH:32]=[CH:33][CH:34]=3)[NH:29][CH:28]=2)[C:22]([O:24][CH3:25])=[O:23])=[O:19])=[CH:5][CH:4]=1. The yield is 0.130.